This data is from Experimentally validated miRNA-target interactions with 360,000+ pairs, plus equal number of negative samples. The task is: Binary Classification. Given a miRNA mature sequence and a target amino acid sequence, predict their likelihood of interaction. (1) The miRNA is mmu-miR-151-3p with sequence CUAGACUGAGGCUCCUUGAGG. The protein sequence of the target gene is MSNYSVSLVGPAPWGFRLQGGKDFNMPLTISSLKDGGKASQAHVRIGDVVLSIDGISAQGMTHLEAQNKIKACTGSLNMTLQRASAAAKSEPVSVQKGEPKEVVKPVPITSPAVSKVTSTTNMAYNKAPRPFGSVSSPKVTSIPSPSSAFTPAHAATSSHASPTPVAAATPLHLSASGLHVSANLSADQCSSPPNTGKPAVNVPRQPTVTSVCSESAQELAEGQRRGSQGDIKQQNGPPRKHIVERNTEFYHIPTHSDASKKRLIEDTEDWRPRTGTTQSRSFRILAQITGTEHLTESEN.... Result: 0 (no interaction). (2) The miRNA is hsa-miR-3619-5p with sequence UCAGCAGGCAGGCUGGUGCAGC. The protein sequence of the target gene is MVRHQPLQYYEPQLCLSCLTGIYGCRWKRYQRSHDDTTPWERLWFLLLTFTFGLTLTWLYFWWEVHNDYDEFNWYLYNRMGYWSDWPVPILVTTAAAFAYIAGLLVLALCHIAVGQQMNLHWLHKIGLVVILASTVVAMSAVAQLWEDEWEVLLISLQGTAPFLHVGAVAAVTMLSWIVAGQFARAERTSSQVTILCTFFTVVFALYLAPLTISSPCIMEKKDLGPKPALIGHRGAPMLAPEHTLMSFRKALEQKLYGLQADITISLDGVPFLMHDTTLRRTTNVEEEFPELARRPASML.... Result: 1 (interaction). (3) The miRNA is hsa-miR-22-3p with sequence AAGCUGCCAGUUGAAGAACUGU. The protein sequence of the target gene is MAAASEPVDSGALWGLERPEPPPTRFHRVHGANIRVDPSGTRATRVESFAHGVCFSREPLAPGQVFLVEIEEKELGWCGHLRLGLTALDPASLAPVPEFSLPDLVNLGHTWVFAITRHHNRVPREGRPEAEAAAPSRPPTLLVEPYLRIEQFRIPRDRLVGRSRPGLYSHLLDQLYELNVLPPTARRSRLGVLFCPRPDGTADMHIIINGEDMGPSARGLPAAQPLYAVVDVFASTKSVRLVQLEYGLPSLQTLCRLVIQRSMVHRLAIDGLHLPKELKDFCKYE. Result: 0 (no interaction). (4) The miRNA is hsa-miR-1275 with sequence GUGGGGGAGAGGCUGUC. The protein sequence of the target gene is MSSEAETQQPPAAPAAALSAADTKPGSTGSGAGSGGPGGLTSAAPAGGDKKVIATKVLGTVKWFNVRNGYGFINRNDTKEDVFVHQTAIKKNNPRKYLRSVGDGETVEFDVVEGEKGAEAANVTGPGGVPVQGSKYAADRNHYRRYPRRRGPPRNYQQNYQNSESGEKNEGSESAPEGQAQQRRPYRRRRFPPYYMRRPYARRPQYSNPPVQGEVMEGADNQGAGEQGRPVRQNMYRGYRPRFRRGPPRQRQPREDGNEEDKENQGDETQGQQPPQRRYRRNFNYRRRRPENPKPQDGKE.... Result: 0 (no interaction). (5) The miRNA is hsa-miR-3139 with sequence UAGGAGCUCAACAGAUGCCUGUU. The protein sequence of the target gene is MPSKTKYNLVDDGHDLRIPLHNEDAFQHGICFEAKYVGSLDVPRPNSRVEIVAAMRRIRYEFKAKNIKKKKVSIMVSVDGVKVILKKKKKLLLLQKKEWTWDESKMLVMQDPIYRIFYVSHDSQDLKIFSYIARDGASNIFRCNVFKSKKKSQAMRIVRTVGQAFEVCHKLSLQHTQQNADGQEDGESERNSNSSGDPGRQLTGAERASTATAEETDIDAVEVPLPGNDVLEFSRGVTDLDAVGKEGGSHTGSKVSHPQEPMLTASPRMLLPSSSSKPPGLGTETPLSTHHQMQLLQQLL.... Result: 1 (interaction). (6) The miRNA is hsa-miR-7156-3p with sequence CUGCAGCCACUUGGGGAACUGGU. The protein sequence of the target gene is MSRGTMPQPEAWPGASCAETPAREAAATARDGGKAAASGQPRPEMQCPAEHEEDMYRAADEIEKEKELLIHERGASEPRLSVAPEMDIMDYCKKEWRGNTQKATCMKMGYEEVSQKFTSIRRVRGDNYCALRATLFQAMSQAVGLPPWLQDPELMLLPEKLISKYNWIKQWKLGLKFDGKNEDLVDKIKESLTLLRKKWAGLAEMRTAEARQIACDELFTNEAEEYSLYEAVKFLMLNRAIELYNDKEKGKEVPFFSVLLFARDTSNDPGQLLRNHLNQVGHTGGLEQVEMFLLAYAVRH.... Result: 0 (no interaction).